From a dataset of Catalyst prediction with 721,799 reactions and 888 catalyst types from USPTO. Predict which catalyst facilitates the given reaction. (1) Product: [CH3:21][N:22]([CH3:28])[CH2:23][CH2:24][CH2:25][N:26]([CH3:27])[CH2:2][C:3]1[CH:8]=[CH:7][N:6]=[C:5]([NH:9][C:10]2[S:11][C:12]([C:15]3[CH:20]=[CH:19][CH:18]=[CH:17][CH:16]=3)=[CH:13][N:14]=2)[CH:4]=1. Reactant: Cl[CH2:2][C:3]1[CH:8]=[CH:7][N:6]=[C:5]([NH:9][C:10]2[S:11][C:12]([C:15]3[CH:20]=[CH:19][CH:18]=[CH:17][CH:16]=3)=[CH:13][N:14]=2)[CH:4]=1.[CH3:21][N:22]([CH3:28])[CH2:23][CH2:24][CH2:25][NH:26][CH3:27].C([O-])(O)=O.[Na+]. The catalyst class is: 16. (2) Reactant: C(O[C:4](=[O:24])[CH:5]([CH2:14][C:15]1[CH:20]=[CH:19][C:18]([N+:21]([O-:23])=[O:22])=[CH:17][CH:16]=1)[C:6](=O)[C:7]1[CH:12]=[CH:11][CH:10]=[CH:9][CH:8]=1)C.[NH:25]([C:27]1[CH:32]=[CH:31][CH:30]=[CH:29][N:28]=1)[NH2:26]. Product: [N:28]1[CH:29]=[CH:30][CH:31]=[CH:32][C:27]=1[N:25]1[C:4]([OH:24])=[C:5]([CH2:14][C:15]2[CH:16]=[CH:17][C:18]([N+:21]([O-:23])=[O:22])=[CH:19][CH:20]=2)[C:6]([C:7]2[CH:8]=[CH:9][CH:10]=[CH:11][CH:12]=2)=[N:26]1. The catalyst class is: 8. (3) Reactant: F[P-](F)(F)(F)(F)F.N1(O[P+](N(C)C)(N(C)C)N(C)C)C2C=CC=CC=2N=N1.[I:28][C:29]1[C:37]2[C:32](=[CH:33][CH:34]=[C:35]([C:38]3[O:42][C:41](=O)[NH:40][N:39]=3)[CH:36]=2)[N:31]([S:44]([C:47]2[CH:53]=[CH:52][C:50]([CH3:51])=[CH:49][CH:48]=2)(=[O:46])=[O:45])[CH:30]=1.[C:54]1([C:60]([NH2:63])([CH3:62])[CH3:61])[CH:59]=[CH:58][CH:57]=[CH:56][CH:55]=1.C(N(C(C)C)CC)(C)C. Product: [I:28][C:29]1[C:37]2[C:32](=[CH:33][CH:34]=[C:35]([C:38]3[O:42][C:41]([NH:63][C:60]([C:54]4[CH:59]=[CH:58][CH:57]=[CH:56][CH:55]=4)([CH3:62])[CH3:61])=[N:40][N:39]=3)[CH:36]=2)[N:31]([S:44]([C:47]2[CH:53]=[CH:52][C:50]([CH3:51])=[CH:49][CH:48]=2)(=[O:45])=[O:46])[CH:30]=1. The catalyst class is: 18. (4) The catalyst class is: 114. Product: [NH:22]1[C:26]2[CH:27]=[CH:28][C:29]([C:31]3[NH:1][C:2]4[N:6]([N:5]=[C:4]([C:7]([NH:9][CH3:10])=[O:8])[N:3]=4)[C:33](=[O:34])[CH:32]=3)=[CH:30][C:25]=2[N:24]=[N:23]1. Reactant: [NH2:1][C:2]1[NH:6][N:5]=[C:4]([C:7]([NH:9][CH3:10])=[O:8])[N:3]=1.CC1C=CC(S(O)(=O)=O)=CC=1.[NH:22]1[C:26]2[CH:27]=[CH:28][C:29]([C:31](=O)[CH2:32][C:33](OCC)=[O:34])=[CH:30][C:25]=2[N:24]=[N:23]1. (5) Reactant: I[C:2]1[CH:7]=[CH:6][C:5]([N+:8]([O-:10])=[O:9])=[CH:4][C:3]=1[O:11][CH3:12].[F:13][C:14]1[C:19](B(O)O)=[CH:18][CH:17]=[CH:16][N:15]=1.C(=O)([O-])O.[Na+].O1CCOCC1. Product: [F:13][C:14]1[C:19]([C:2]2[CH:7]=[CH:6][C:5]([N+:8]([O-:10])=[O:9])=[CH:4][C:3]=2[O:11][CH3:12])=[CH:18][CH:17]=[CH:16][N:15]=1. The catalyst class is: 587. (6) Reactant: [CH3:1][S:2]([NH:5][C:6]1[CH:14]=[CH:13][CH:12]=[C:11]2[C:7]=1[CH:8]=[N:9][N:10]2[C:15]([C:21]1[CH:26]=[CH:25][C:24]([C:27]([F:30])([F:29])[F:28])=[CH:23][CH:22]=1)([CH2:19][CH3:20])[C:16]([OH:18])=O)(=[O:4])=[O:3].C1C=CC2N(O)N=[N:37]C=2C=1.CCN=C=NCCCN(C)C.C(N(C(C)C)C(C)C)C.[Cl-].[NH4+]. Product: [CH3:1][S:2]([NH:5][C:6]1[CH:14]=[CH:13][CH:12]=[C:11]2[C:7]=1[CH:8]=[N:9][N:10]2[C:15]([C:21]1[CH:22]=[CH:23][C:24]([C:27]([F:28])([F:30])[F:29])=[CH:25][CH:26]=1)([CH2:19][CH3:20])[C:16]([NH2:37])=[O:18])(=[O:3])=[O:4]. The catalyst class is: 18. (7) Reactant: [O:1]([C:8]1[CH:13]=[CH:12][C:11]([C:14]2[C:22]3[C:17](=[N:18][CH:19]=[N:20][C:21]=3[NH2:23])[NH:16][N:15]=2)=[CH:10][CH:9]=1)[C:2]1[CH:7]=[CH:6][CH:5]=[CH:4][CH:3]=1.O[CH:25]1[CH2:28][C:27]2([CH2:33][CH2:32][N:31]([C:34]([O:36][C:37]([CH3:40])([CH3:39])[CH3:38])=[O:35])[CH2:30][CH2:29]2)[CH2:26]1.C1C=CC(P(C2C=CC=CC=2)C2C=CC=CC=2)=CC=1.CC(OC(/N=N/C(OC(C)C)=O)=O)C. Product: [NH2:23][C:21]1[N:20]=[CH:19][N:18]=[C:17]2[N:16]([CH:25]3[CH2:26][C:27]4([CH2:29][CH2:30][N:31]([C:34]([O:36][C:37]([CH3:40])([CH3:39])[CH3:38])=[O:35])[CH2:32][CH2:33]4)[CH2:28]3)[N:15]=[C:14]([C:11]3[CH:12]=[CH:13][C:8]([O:1][C:2]4[CH:7]=[CH:6][CH:5]=[CH:4][CH:3]=4)=[CH:9][CH:10]=3)[C:22]=12. The catalyst class is: 1.